From a dataset of Full USPTO retrosynthesis dataset with 1.9M reactions from patents (1976-2016). Predict the reactants needed to synthesize the given product. Given the product [Cl:1][C:2]1[CH:3]=[C:4]([CH:16]=[CH:17][C:18]=1[NH:23][CH2:22][CH2:20][OH:21])[C:5]([NH:7][C:8]1[CH:13]=[CH:12][C:11]([CH3:14])=[C:10]([OH:15])[CH:9]=1)=[O:6], predict the reactants needed to synthesize it. The reactants are: [Cl:1][C:2]1[CH:3]=[C:4]([CH:16]=[CH:17][C:18]=1F)[C:5]([NH:7][C:8]1[CH:13]=[CH:12][C:11]([CH3:14])=[C:10]([OH:15])[CH:9]=1)=[O:6].[CH2:20]([CH2:22][NH2:23])[OH:21].